From a dataset of Catalyst prediction with 721,799 reactions and 888 catalyst types from USPTO. Predict which catalyst facilitates the given reaction. (1) Reactant: [Br:1][C:2]1[CH:10]=[CH:9][C:5]([C:6]([OH:8])=[O:7])=[CH:4][C:3]=1[OH:11].[CH3:12]O. Product: [CH3:12][O:7][C:6](=[O:8])[C:5]1[CH:9]=[CH:10][C:2]([Br:1])=[C:3]([OH:11])[CH:4]=1. The catalyst class is: 82. (2) Reactant: Br[C:2]1[CH:7]=[CH:6][CH:5]=[CH:4][C:3]=1[Cl:8].[Li]CCCC.[O:14]=[C:15]1[N:20]([C:21]([O:23][C:24]([CH3:27])([CH3:26])[CH3:25])=[O:22])[CH2:19][CH2:18][N:17]2[C:28](=[O:31])[CH2:29][CH2:30][C@@H:16]12. Product: [Cl:8][C:3]1[CH:4]=[CH:5][CH:6]=[CH:7][C:2]=1[C:15]([C@@H:16]1[CH2:30][CH2:29][C:28](=[O:31])[N:17]1[CH2:18][CH2:19][NH:20][C:21](=[O:22])[O:23][C:24]([CH3:26])([CH3:25])[CH3:27])=[O:14]. The catalyst class is: 11. (3) Reactant: CC([CH:5]1[CH2:10][CH:9]([CH2:11][CH2:12][S:13]([CH3:16])(=[O:15])=[O:14])[CH2:8][CH2:7][N:6]1C([O-])=O)(C)C.[ClH:20]. Product: [ClH:20].[CH3:16][S:13]([CH2:12][CH2:11][CH:9]1[CH2:8][CH2:7][NH:6][CH2:5][CH2:10]1)(=[O:15])=[O:14]. The catalyst class is: 5. (4) Reactant: [Br:1]N1C(=O)CCC1=O.[NH2:9][C:10]1[CH:19]=[CH:18][C:17]([C:20]([C:22]2[N:26]3[CH:27]=[CH:28][CH:29]=[CH:30][C:25]3=[CH:24][N:23]=2)=[O:21])=[CH:16][C:11]=1[C:12]([O:14][CH3:15])=[O:13].O. Product: [NH2:9][C:10]1[CH:19]=[CH:18][C:17]([C:20]([C:22]2[N:26]3[CH:27]=[CH:28][CH:29]=[CH:30][C:25]3=[C:24]([Br:1])[N:23]=2)=[O:21])=[CH:16][C:11]=1[C:12]([O:14][CH3:15])=[O:13]. The catalyst class is: 4. (5) Reactant: [F:1][C:2]1[CH:22]=[CH:21][C:20]([CH2:23][C:24]2[C:33]3[C:28](=[CH:29][CH:30]=[CH:31][CH:32]=3)[C:27](=[O:34])[NH:26][N:25]=2)=[CH:19][C:3]=1[C:4]([N:6]1[CH2:11][CH2:10][N:9](C(OC(C)(C)C)=O)[CH2:8][CH2:7]1)=[O:5].[C:35]([OH:41])([C:37]([F:40])([F:39])[F:38])=[O:36]. Product: [OH:41][C:35]([C:37]([F:40])([F:39])[F:38])=[O:36].[F:1][C:2]1[CH:22]=[CH:21][C:20]([CH2:23][C:24]2[C:33]3[C:28](=[CH:29][CH:30]=[CH:31][CH:32]=3)[C:27](=[O:34])[NH:26][N:25]=2)=[CH:19][C:3]=1[C:4]([N:6]1[CH2:11][CH2:10][NH:9][CH2:8][CH2:7]1)=[O:5]. The catalyst class is: 2. (6) Reactant: C(OC([N:8]1[C@H:13]([C:14](=[O:27])[NH:15][CH:16]2[CH2:21][CH2:20][CH2:19][C:18]([OH:26])([C:22]([F:25])([F:24])[F:23])[CH2:17]2)[CH2:12][C@@H:11]2[C@H:9]1[CH2:10]2)=O)(C)(C)C.[C:28]([OH:34])([C:30]([F:33])([F:32])[F:31])=[O:29]. Product: [F:31][C:30]([F:33])([F:32])[C:28]([OH:34])=[O:29].[OH:26][C:18]1([C:22]([F:25])([F:23])[F:24])[CH2:19][CH2:20][CH2:21][CH:16]([NH:15][C:14]([C@@H:13]2[CH2:12][C@@H:11]3[C@@H:9]([CH2:10]3)[NH:8]2)=[O:27])[CH2:17]1. The catalyst class is: 2. (7) Reactant: [Cl:1][C:2]1[S:3][C:4]2[CH:10]=[CH:9][C:8]([C:11](O)([CH2:14][CH3:15])[CH2:12][CH3:13])=[CH:7][C:5]=2[N:6]=1.[NH:17]1[C:25]2[C:20](=[CH:21][CH:22]=[CH:23][C:24]=2[NH:26][S:27]([CH3:30])(=[O:29])=[O:28])[CH:19]=[CH:18]1.C(O)(C(F)(F)F)=O. Product: [Cl:1][C:2]1[S:3][C:4]2[CH:10]=[CH:9][C:8]([C:11]([C:19]3[C:20]4[C:25](=[C:24]([NH:26][S:27]([CH3:30])(=[O:28])=[O:29])[CH:23]=[CH:22][CH:21]=4)[NH:17][CH:18]=3)([CH2:14][CH3:15])[CH2:12][CH3:13])=[CH:7][C:5]=2[N:6]=1. The catalyst class is: 2. (8) Product: [Cl:1][C:2]1[C:10]2[CH:9]([CH2:11][C:12]([OH:14])=[O:13])[O:8][B:7]([OH:15])[C:6]=2[CH:5]=[C:4]([O:16][C:20]([O:22][CH2:23][CH3:24])=[O:21])[CH:3]=1. Reactant: [Cl:1][C:2]1[C:10]2[CH:9]([CH2:11][C:12]([OH:14])=[O:13])[O:8][B:7]([OH:15])[C:6]=2[CH:5]=[C:4]([OH:16])[CH:3]=1.[OH-].[Na+].Cl[C:20]([O:22][CH2:23][CH3:24])=[O:21].Cl. The catalyst class is: 6. (9) Reactant: [C:1](Cl)(=[O:5])[CH:2]([CH3:4])[CH3:3].[NH2:7][C:8]1[N:13]=[CH:12][C:11]([CH2:14][O:15][C:16]2[CH:17]=[N:18][C:19]([N:22]3[CH2:27][CH2:26][N:25]([C:28]([O:30][C:31]([CH3:34])([CH3:33])[CH3:32])=[O:29])[CH2:24][CH2:23]3)=[N:20][CH:21]=2)=[CH:10][N:9]=1.N1C=CC=CC=1. The catalyst class is: 2. Product: [C:1]([NH:7][C:8]1[N:9]=[CH:10][C:11]([CH2:14][O:15][C:16]2[CH:17]=[N:18][C:19]([N:22]3[CH2:27][CH2:26][N:25]([C:28]([O:30][C:31]([CH3:34])([CH3:33])[CH3:32])=[O:29])[CH2:24][CH2:23]3)=[N:20][CH:21]=2)=[CH:12][N:13]=1)(=[O:5])[CH:2]([CH3:4])[CH3:3]. (10) Reactant: [H-].[Na+].[Br:3][C:4]1[CH:5]=[C:6]([CH2:10][OH:11])[CH:7]=[N:8][CH:9]=1.[CH3:12][S:13](Cl)(=[O:15])=[O:14].O. Product: [CH3:12][S:13]([O:11][CH2:10][C:6]1[CH:7]=[N:8][CH:9]=[C:4]([Br:3])[CH:5]=1)(=[O:15])=[O:14]. The catalyst class is: 7.